Dataset: Full USPTO retrosynthesis dataset with 1.9M reactions from patents (1976-2016). Task: Predict the reactants needed to synthesize the given product. (1) Given the product [Br:1][C:2]1[CH:7]=[C:6]2[C:5]([CH2:8][CH2:9][CH2:10][C:11]2([CH3:14])[CH3:12])=[C:4]([O:15][CH3:16])[CH:3]=1, predict the reactants needed to synthesize it. The reactants are: [Br:1][C:2]1[CH:7]=[CH:6][C:5]([CH2:8][CH2:9][CH2:10][C:11]([CH3:14])(O)[CH3:12])=[C:4]([O:15][CH3:16])[CH:3]=1.S(=O)(=O)(O)O. (2) Given the product [NH2:1][C:2]1[C:11]([F:12])=[C:10]([NH:39][CH2:38][CH2:37][NH:36][C:28]2[CH:27]=[C:26]([CH3:25])[C:35]3[C:30](=[CH:31][CH:32]=[CH:33][CH:34]=3)[N:29]=2)[C:9]2[O:14][CH2:15][C:16]3([CH2:17][CH2:18][CH2:19][CH2:20]3)[N:7]3[C:8]=2[C:3]=1[C:4](=[O:24])[C:5]([C:21]([OH:23])=[O:22])=[CH:6]3, predict the reactants needed to synthesize it. The reactants are: [NH2:1][C:2]1[C:11]([F:12])=[C:10](F)[C:9]2[O:14][CH2:15][C:16]3([CH2:20][CH2:19][CH2:18][CH2:17]3)[N:7]3[C:8]=2[C:3]=1[C:4](=[O:24])[C:5]([C:21]([OH:23])=[O:22])=[CH:6]3.[CH3:25][C:26]1[C:35]2[C:30](=[CH:31][CH:32]=[CH:33][CH:34]=2)[N:29]=[C:28]([NH:36][CH2:37][CH2:38][NH2:39])[CH:27]=1.C(N(CC)CC)C. (3) Given the product [Cl:94][C:76]1[C:77]([NH:79][C:80]2[CH:85]=[CH:84][CH:83]=[CH:82][C:81]=2[S:86](=[O:88])(=[O:87])[NH:89][CH2:90][CH:91]([CH3:93])[CH3:92])=[N:78][C:73]([NH:12][C:4]2[CH:5]=[C:6]([CH:10]=[CH:11][C:3]=2[O:2][CH3:1])[C:7]([NH2:18])=[O:9])=[N:74][CH:75]=1, predict the reactants needed to synthesize it. The reactants are: [CH3:1][O:2][C:3]1[CH:11]=[CH:10][C:6]([C:7]([OH:9])=O)=[CH:5][C:4]=1[N+:12]([O-])=O.C1C[N:18]([P+](ON2N=NC3C=CC=CC2=3)(N2CCCC2)N2CCCC2)CC1.F[P-](F)(F)(F)(F)F.C1C=CC2N(O)N=NC=2C=1.CCN(C(C)C)C(C)C.[Sn](Cl)(Cl)(Cl)Cl.Cl[C:73]1[N:78]=[C:77]([NH:79][C:80]2[CH:85]=[CH:84][CH:83]=[CH:82][C:81]=2[S:86]([NH:89][CH2:90][CH:91]([CH3:93])[CH3:92])(=[O:88])=[O:87])[C:76]([Cl:94])=[CH:75][N:74]=1.Cl.CCO. (4) Given the product [Cl:20][C:17]1[CH:18]=[CH:19][C:14]([CH2:13][C:3]2[N:4]=[C:5]([C:7]3[CH:12]=[CH:11][N:10]=[CH:9][CH:8]=3)[S:6][C:2]=2[C:35]2[NH:34][CH:38]=[CH:37][CH:36]=2)=[CH:15][CH:16]=1, predict the reactants needed to synthesize it. The reactants are: Br[C:2]1[S:6][C:5]([C:7]2[CH:12]=[CH:11][N:10]=[CH:9][CH:8]=2)=[N:4][C:3]=1[CH2:13][C:14]1[CH:19]=[CH:18][C:17]([Cl:20])=[CH:16][CH:15]=1.O1CCOCC1.C(OC([N:34]1[CH:38]=[CH:37][CH:36]=[C:35]1B(O)O)=O)(C)(C)C.C(=O)([O-])[O-].[Cs+].[Cs+].